This data is from Full USPTO retrosynthesis dataset with 1.9M reactions from patents (1976-2016). The task is: Predict the reactants needed to synthesize the given product. (1) The reactants are: [Cl:1][C:2]1[CH:7]=[CH:6][C:5]([C@H:8]2[C@@H:13]([C:14]3[CH:19]=[CH:18][C:17]([Cl:20])=[CH:16][CH:15]=3)[N:12]([C@H:21]([CH2:27][CH2:28][CH3:29])[C:22]([O:24]CC)=O)[C:11](=[O:30])[C@H:10]([CH2:31][C:32]3[CH:37]=[CH:36][C:35]([I:38])=[C:34]([F:39])[CH:33]=3)[O:9]2)=[CH:4][CH:3]=1.[NH3:40]. Given the product [Cl:1][C:2]1[CH:3]=[CH:4][C:5]([C@H:8]2[C@@H:13]([C:14]3[CH:19]=[CH:18][C:17]([Cl:20])=[CH:16][CH:15]=3)[N:12]([C@H:21]([CH2:27][CH2:28][CH3:29])[C:22]([NH2:40])=[O:24])[C:11](=[O:30])[C@H:10]([CH2:31][C:32]3[CH:37]=[CH:36][C:35]([I:38])=[C:34]([F:39])[CH:33]=3)[O:9]2)=[CH:6][CH:7]=1, predict the reactants needed to synthesize it. (2) Given the product [C:23]([C:57]([C:54]1[CH:53]=[C:52]([NH:51][C:49]([NH:19][C:18]2[CH:20]=[CH:21][CH:22]=[C:16]([O:15][C:6]3[C:5]4[C:10](=[CH:11][C:12]([O:13][CH3:14])=[C:3]([O:2][CH3:1])[CH:4]=4)[N:9]=[CH:8][N:7]=3)[CH:17]=2)=[O:50])[O:56][N:55]=1)([CH3:58])[CH3:59])#[N:24], predict the reactants needed to synthesize it. The reactants are: [CH3:1][O:2][C:3]1[CH:4]=[C:5]2[C:10](=[CH:11][C:12]=1[O:13][CH3:14])[N:9]=[CH:8][N:7]=[C:6]2[O:15][C:16]1[CH:17]=[C:18]([CH:20]=[CH:21][CH:22]=1)[NH2:19].[C:23](=O)([O-])[NH2:24].COC1C=C2C(=CC=1OC)N=CN=C2OC1C=C(N[C:49]([NH:51][C:52]2[O:56][N:55]=[C:54]([CH:57]([CH3:59])[CH3:58])[CH:53]=2)=[O:50])C=CC=1. (3) Given the product [Cl:1][C:2]1[CH:7]=[CH:6][C:5]([C:8]2[N:12]([CH:13]([CH:23]3[CH2:24][CH2:25][CH2:26][CH2:27][CH2:28]3)[CH2:14][O:43][C:40]3[CH:41]=[CH:42][C:37]([C:35]#[N:36])=[CH:38][N:39]=3)[C:11]3[CH:29]=[C:30]([F:34])[C:31]([F:33])=[CH:32][C:10]=3[N:9]=2)=[CH:4][CH:3]=1, predict the reactants needed to synthesize it. The reactants are: [Cl:1][C:2]1[CH:7]=[CH:6][C:5]([C:8]2[N:12]([CH:13]([CH:23]3[CH2:28][CH2:27][CH2:26][CH2:25][CH2:24]3)[CH2:14]OCC3CCCCC3)[C:11]3[CH:29]=[C:30]([F:34])[C:31]([F:33])=[CH:32][C:10]=3[N:9]=2)=[CH:4][CH:3]=1.[C:35]([C:37]1[CH:38]=[N:39][C:40]([OH:43])=[CH:41][CH:42]=1)#[N:36].N(C(OC(C)(C)C)=O)=NC(OC(C)(C)C)=O. (4) Given the product [F:22][C:19]1[CH:20]=[C:21]2[C:16](=[CH:17][CH:18]=1)[N:15]=[C:14]([CH:23]([N:25]1[C:33](=[O:34])[C:32]3[C:27](=[CH:28][CH:29]=[CH:30][CH:31]=3)[C:26]1=[O:35])[CH3:24])[C:13]([C:36]1[CH:37]=[CH:38][CH:39]=[CH:40][CH:41]=1)=[C:12]2[S:11]([CH2:10][CH2:9][OH:8])=[O:42], predict the reactants needed to synthesize it. The reactants are: [Si]([O:8][CH2:9][CH2:10][S:11][C:12]1[C:21]2[C:16](=[CH:17][CH:18]=[C:19]([F:22])[CH:20]=2)[N:15]=[C:14]([CH:23]([N:25]2[C:33](=[O:34])[C:32]3[C:27](=[CH:28][CH:29]=[CH:30][CH:31]=3)[C:26]2=[O:35])[CH3:24])[C:13]=1[C:36]1[CH:41]=[CH:40][CH:39]=[CH:38][CH:37]=1)(C(C)(C)C)(C)C.[OH:42]OS([O-])=O.[K+]. (5) The reactants are: [Br:1][C:2]1[CH:9]=[CH:8][C:7]([O:10][Si:11]([C:14]([CH3:17])([CH3:16])[CH3:15])([CH3:13])[CH3:12])=[CH:6][C:3]=1[CH2:4][OH:5].C(N(C(C)C)CC)(C)C.[CH3:27][O:28][CH2:29]Cl.O. Given the product [Br:1][C:2]1[CH:9]=[CH:8][C:7]([O:10][Si:11]([C:14]([CH3:17])([CH3:16])[CH3:15])([CH3:12])[CH3:13])=[CH:6][C:3]=1[CH2:4][O:5][CH2:27][O:28][CH3:29], predict the reactants needed to synthesize it. (6) Given the product [CH3:1][C:2]([C:4]1[CH:9]=[CH:8][C:7]([O:10][CH2:17][C:18]2[CH:23]=[CH:22][CH:21]=[CH:20][CH:19]=2)=[CH:6][CH:5]=1)=[O:3], predict the reactants needed to synthesize it. The reactants are: [CH3:1][C:2]([C:4]1[CH:5]=[CH:6][C:7]([OH:10])=[CH:8][CH:9]=1)=[O:3].C(=O)([O-])[O-].[K+].[K+].[CH2:17](Br)[C:18]1[CH:23]=[CH:22][CH:21]=[CH:20][CH:19]=1. (7) The reactants are: [OH:1][C@@H:2]1[C@@H:10]([C@@H:11]([O:16][CH3:17])[C:12]([F:15])([F:14])[F:13])[O:9][C@H:8]2[C@H:4]([N:5]=[C:6]([N:18]([CH2:26][CH3:27])C(=O)OC(C)(C)C)[S:7]2)[C@H:3]1[OH:28].FC(F)(F)C(O)=O.CO.N. Given the product [CH2:26]([NH:18][C:6]1[S:7][C@H:8]2[O:9][C@H:10]([C@@H:11]([O:16][CH3:17])[C:12]([F:14])([F:13])[F:15])[C@@H:2]([OH:1])[C@H:3]([OH:28])[C@H:4]2[N:5]=1)[CH3:27], predict the reactants needed to synthesize it. (8) The reactants are: Br[CH:2]=[C:3]1[C:9]2[CH:10]=[CH:11][CH:12]=[CH:13][C:8]=2[CH2:7][O:6][C:5]2[CH:14]=[C:15]([F:18])[CH:16]=[CH:17][C:4]1=2.[CH:19]([N:22]1[C:26]2[CH:27]=[CH:28][C:29](B(O)O)=[CH:30][C:25]=2[NH:24][C:23]1=[O:34])([CH3:21])[CH3:20].C([O-])([O-])=O.[Na+].[Na+]. Given the product [F:18][C:15]1[CH:16]=[CH:17][C:4]2[C:3](=[CH:2][C:29]3[CH:28]=[CH:27][C:26]4[N:22]([CH:19]([CH3:21])[CH3:20])[C:23](=[O:34])[NH:24][C:25]=4[CH:30]=3)[C:9]3[CH:10]=[CH:11][CH:12]=[CH:13][C:8]=3[CH2:7][O:6][C:5]=2[CH:14]=1, predict the reactants needed to synthesize it. (9) The reactants are: [CH3:1][C:2]1[CH:3]=[C:4]([CH:8]=[CH:9][C:10]=1[C:11]([N:13]1[CH2:17][CH:16]=[CH:15][CH2:14]1)=[O:12])[C:5]([OH:7])=O.CN(C(ON1N=NC2C=CC=CC1=2)=[N+](C)C)C.[B-](F)(F)(F)F.C(N(C(C)C)CC)(C)C.[CH2:49]([O:56][C:57]([NH:59][CH2:60][CH2:61][C@H:62]([NH2:73])[C:63]1[NH:67][C:66]2[CH:68]=[CH:69][C:70]([Cl:72])=[CH:71][C:65]=2[N:64]=1)=[O:58])[C:50]1[CH:55]=[CH:54][CH:53]=[CH:52][CH:51]=1.ClCl. Given the product [CH2:49]([O:56][C:57]([NH:59][CH2:60][CH2:61][C@H:62]([NH:73][C:5](=[O:7])[C:4]1[CH:8]=[CH:9][C:10]([C:11]([N:13]2[CH2:17][CH:16]=[CH:15][CH2:14]2)=[O:12])=[C:2]([CH3:1])[CH:3]=1)[C:63]1[NH:67][C:66]2[CH:68]=[CH:69][C:70]([Cl:72])=[CH:71][C:65]=2[N:64]=1)=[O:58])[C:50]1[CH:51]=[CH:52][CH:53]=[CH:54][CH:55]=1, predict the reactants needed to synthesize it.